Dataset: Catalyst prediction with 721,799 reactions and 888 catalyst types from USPTO. Task: Predict which catalyst facilitates the given reaction. (1) Reactant: [OH-].[Na+].[Br:3][C:4]1[CH:9]=[CH:8][C:7]([SH:10])=[CH:6][CH:5]=1.C([O-])([O-])=O.[K+].[K+].Br[CH2:18][CH2:19][C:20]([OH:22])=[O:21]. Product: [Br:3][C:4]1[CH:9]=[CH:8][C:7]([S:10][CH2:18][CH2:19][C:20]([OH:22])=[O:21])=[CH:6][CH:5]=1. The catalyst class is: 6. (2) Reactant: [Cl:1][C:2]1[CH:7]=[CH:6][C:5]([C:8]2[N:9]=[C:10]([C:13]([OH:15])=O)[S:11][CH:12]=2)=[CH:4][CH:3]=1.C1N=CN(C(N2C=NC=C2)=O)C=1.[O:28]([C:35]1[CH:42]=[CH:41][C:38]([CH2:39][NH2:40])=[CH:37][CH:36]=1)[C:29]1[CH:34]=[CH:33][CH:32]=[CH:31][CH:30]=1. Product: [O:28]([C:35]1[CH:36]=[CH:37][C:38]([CH2:39][NH:40][C:13]([C:10]2[S:11][CH:12]=[C:8]([C:5]3[CH:4]=[CH:3][C:2]([Cl:1])=[CH:7][CH:6]=3)[N:9]=2)=[O:15])=[CH:41][CH:42]=1)[C:29]1[CH:30]=[CH:31][CH:32]=[CH:33][CH:34]=1. The catalyst class is: 1. (3) Product: [Br:1][C:2]1[C:14]([CH3:15])=[CH:13][C:5]([O:6][C:7]([CH3:12])([CH3:11])[CH2:8][OH:9])=[CH:4][C:3]=1[CH3:16]. The catalyst class is: 7. Reactant: [Br:1][C:2]1[C:14]([CH3:15])=[CH:13][C:5]([O:6][C:7]([CH3:12])([CH3:11])[C:8](O)=[O:9])=[CH:4][C:3]=1[CH3:16].O.Cl.